Dataset: Full USPTO retrosynthesis dataset with 1.9M reactions from patents (1976-2016). Task: Predict the reactants needed to synthesize the given product. (1) Given the product [CH:6]([C:5]1[CH:8]=[CH:9][C:2](/[CH:10]=[CH:16]/[C:15]([O:18][CH2:19][CH3:20])=[O:17])=[CH:3][CH:4]=1)=[O:7], predict the reactants needed to synthesize it. The reactants are: Br[C:2]1[CH:9]=[CH:8][C:5]([CH:6]=[O:7])=[CH:4][CH:3]=1.[C:10]([O-])(=O)C.[K+].[C:15]([O:18][CH2:19][CH3:20])(=[O:17])[CH3:16].Cl. (2) Given the product [Cl:21][C:5]1[CH:6]=[C:7]([C:10]([NH:12][CH2:13][C:14]2[CH:19]=[CH:18][CH:17]=[C:16]([OH:20])[CH:15]=2)=[O:11])[CH:8]=[CH:9][C:4]=1[C:3]([OH:22])=[O:2].[Cl:21][C:5]1[CH:6]=[C:7]([CH:8]=[CH:9][C:4]=1[C:3]([O:2][CH3:1])=[O:22])[C:10]([OH:11])=[O:23], predict the reactants needed to synthesize it. The reactants are: [CH3:1][O:2][C:3](=[O:22])[C:4]1[CH:9]=[CH:8][C:7]([C:10]([NH:12][CH2:13][C:14]2[CH:19]=[CH:18][CH:17]=[C:16]([OH:20])[CH:15]=2)=[O:11])=[CH:6][C:5]=1[Cl:21].[OH-:23].[Na+].Cl. (3) Given the product [F:1][C:2]1[CH:34]=[CH:33][C:32]([F:35])=[CH:31][C:3]=1[O:4][C:5]1[N:6]=[C:7]([O:27][CH2:28][CH2:29][CH3:30])[C:8]2[N:13]=[C:12]([C:14]3[CH:15]=[C:16]([CH3:26])[C:17]([O:18][CH2:19][C:20]([N:67]4[CH2:78][CH2:77][CH2:76][C@H:68]4[C:69]([O:71][C:72]([CH3:74])([CH3:75])[CH3:73])=[O:70])=[O:21])=[C:23]([CH3:25])[CH:24]=3)[O:11][C:9]=2[N:10]=1, predict the reactants needed to synthesize it. The reactants are: [F:1][C:2]1[CH:34]=[CH:33][C:32]([F:35])=[CH:31][C:3]=1[O:4][C:5]1[N:6]=[C:7]([O:27][CH2:28][CH2:29][CH3:30])[C:8]2[N:13]=[C:12]([C:14]3[CH:24]=[C:23]([CH3:25])[C:17]([O:18][CH2:19][C:20](O)=[O:21])=[C:16]([CH3:26])[CH:15]=3)[O:11][C:9]=2[N:10]=1.Cl.C(N=C=NCCCN(C)C)C.ON1C2N=CC=CC=2N=N1.C(N(CC)C(C)C)(C)C.[NH:67]1[CH2:78][CH2:77][CH2:76][C@H:68]1[C:69]([O:71][C:72]([CH3:75])([CH3:74])[CH3:73])=[O:70].Cl.